Predict the reaction yield, written as a fraction of the theoretical maximum amount of product (1.0 means a 100% yield; for example, 0.34 means a 34% yield). From a dataset of Reaction yield outcomes from USPTO patents with 853,638 reactions. The reactants are [N+:1]([C:4]1[CH:5]=[N:6][CH:7]=[CH:8][C:9]=1[C:10]1[CH2:15][CH:14]([C:16]([F:19])([F:18])[F:17])[CH2:13][C:12](=[O:20])[CH:11]=1)([O-:3])=[O:2].O.O.O.O.O.O.O.[Cl-].[Ce+3].[Cl-].[Cl-].C(O)C.[BH4-].[Na+]. The catalyst is CCOC(C)=O. The product is [N+:1]([C:4]1[CH:5]=[N:6][CH:7]=[CH:8][C:9]=1[C:10]1[CH2:15][C@H:14]([C:16]([F:19])([F:17])[F:18])[CH2:13][C@H:12]([OH:20])[CH:11]=1)([O-:3])=[O:2]. The yield is 0.660.